From a dataset of Catalyst prediction with 721,799 reactions and 888 catalyst types from USPTO. Predict which catalyst facilitates the given reaction. (1) Reactant: Br[C:2]1[CH:3]=[C:4]([NH:8][C:9]2[C:18]3[C:13](=[CH:14][CH:15]=[CH:16][CH:17]=3)[N:12]=[C:11]([CH3:19])[CH:10]=2)[CH:5]=[CH:6][CH:7]=1.[C:20]([O-:23])(O)=O.[Na+]. Product: [CH3:19][C:11]1[CH:10]=[C:9]([NH:8][C:4]2[CH:3]=[C:2]([C:2]3[CH:3]=[CH:4][CH:5]=[C:6]([CH:20]=[O:23])[CH:7]=3)[CH:7]=[CH:6][CH:5]=2)[C:18]2[C:13](=[CH:14][CH:15]=[CH:16][CH:17]=2)[N:12]=1. The catalyst class is: 780. (2) Reactant: [C:1]([CH2:3][C:4]([O:6][C:7]([CH3:10])([CH3:9])[CH3:8])=[O:5])#[N:2].[Cl:11][C:12]1[CH:13]=[C:14]([CH:17]=[CH:18][C:19]=1[Cl:20])[CH:15]=O.N1CCCCC1. Product: [C:1](/[C:3](=[CH:15]\[C:14]1[CH:17]=[CH:18][C:19]([Cl:20])=[C:12]([Cl:11])[CH:13]=1)/[C:4]([O:6][C:7]([CH3:10])([CH3:9])[CH3:8])=[O:5])#[N:2]. The catalyst class is: 14. (3) Reactant: [CH2:1]([N:4]([CH2:16][CH2:17][CH3:18])[C:5]([C:7]1[CH:8]=[C:9]([CH:13]=[CH:14][CH:15]=1)[C:10]([OH:12])=O)=[O:6])[CH2:2][CH3:3].C(Cl)CCl.C1C=CC2N(O)N=NC=2C=1.[NH2:33][C@@H:34]([CH2:53][C:54]1[CH:59]=[CH:58][CH:57]=[CH:56][CH:55]=1)[CH2:35][NH:36][C@H:37]([C:39]([NH:41][C@H:42]([C:46]([NH:48][CH2:49][CH:50]([CH3:52])[CH3:51])=[O:47])[CH:43]([CH3:45])[CH3:44])=[O:40])[CH3:38]. Product: [CH2:16]([N:4]([CH2:1][CH2:2][CH3:3])[C:5]([C:7]1[CH:8]=[C:9]([CH:13]=[CH:14][CH:15]=1)[C:10]([NH:33][C@@H:34]([CH2:53][C:54]1[CH:55]=[CH:56][CH:57]=[CH:58][CH:59]=1)[CH2:35][NH:36][C@H:37]([C:39]([NH:41][C@H:42]([C:46]([NH:48][CH2:49][CH:50]([CH3:51])[CH3:52])=[O:47])[CH:43]([CH3:44])[CH3:45])=[O:40])[CH3:38])=[O:12])=[O:6])[CH2:17][CH3:18]. The catalyst class is: 3. (4) Reactant: [CH2:1]([C:3]1[C:4]([C:9]([OH:11])=O)=[N:5][N:6]([CH3:8])[CH:7]=1)[CH3:2].O1CCCC1.C(Cl)(=O)C(Cl)=O.[NH2:23][C:24]1[CH:25]=[C:26]([CH:43]=[CH:44][CH:45]=1)[O:27][C:28]1[CH:29]=[CH:30][C:31]2[N:32]([N:34]=[C:35]([NH:37][C:38]([CH:40]3[CH2:42][CH2:41]3)=[O:39])[N:36]=2)[CH:33]=1. Product: [CH:40]1([C:38]([NH:37][C:35]2[N:36]=[C:31]3[CH:30]=[CH:29][C:28]([O:27][C:26]4[CH:25]=[C:24]([NH:23][C:9]([C:4]5[C:3]([CH2:1][CH3:2])=[CH:7][N:6]([CH3:8])[N:5]=5)=[O:11])[CH:45]=[CH:44][CH:43]=4)=[CH:33][N:32]3[N:34]=2)=[O:39])[CH2:41][CH2:42]1. The catalyst class is: 402.